Dataset: Forward reaction prediction with 1.9M reactions from USPTO patents (1976-2016). Task: Predict the product of the given reaction. (1) Given the reactants [CH2:1]([O:3][C:4]([C:6]1[NH:7][C:8]([CH3:21])=[C:9]([C:12]2[CH:17]=[CH:16][C:15]([C:18]([OH:20])=O)=[CH:14][CH:13]=2)[C:10]=1[CH3:11])=[O:5])[CH3:2].C(Cl)(=O)C(Cl)=O.[CH3:28][C:29]1[CH:36]=[CH:35][CH:34]=[CH:33][C:30]=1[CH2:31][NH2:32].C(=O)(O)[O-].[Na+], predict the reaction product. The product is: [CH2:1]([O:3][C:4]([C:6]1[NH:7][C:8]([CH3:21])=[C:9]([C:12]2[CH:13]=[CH:14][C:15]([C:18](=[O:20])[NH:32][CH2:31][C:30]3[CH:33]=[CH:34][CH:35]=[CH:36][C:29]=3[CH3:28])=[CH:16][CH:17]=2)[C:10]=1[CH3:11])=[O:5])[CH3:2]. (2) The product is: [Cl:1][C:2]1[CH:3]=[CH:4][C:5]([C:8]2[N:9]=[C:10]3[CH:15]=[CH:14][C:13]([C:16]4[C:17]([F:24])=[C:18]([CH:19]([OH:20])[CH3:26])[CH:21]=[CH:22][CH:23]=4)=[CH:12][N:11]3[CH:25]=2)=[CH:6][CH:7]=1. Given the reactants [Cl:1][C:2]1[CH:7]=[CH:6][C:5]([C:8]2[N:9]=[C:10]3[CH:15]=[CH:14][C:13]([C:16]4[C:17]([F:24])=[C:18]([CH:21]=[CH:22][CH:23]=4)[CH:19]=[O:20])=[CH:12][N:11]3[CH:25]=2)=[CH:4][CH:3]=1.[CH3:26][Mg]Br.[Cl-].[NH4+], predict the reaction product. (3) Given the reactants [F:1][C:2]1[CH:3]=[C:4]([CH:18]=[CH:19][CH:20]=1)[CH2:5][O:6][C:7]1[CH:12]=[CH:11][C:10]([C:13]#[C:14][C:15](O)=[O:16])=[CH:9][CH:8]=1.[CH3:21][NH2:22], predict the reaction product. The product is: [CH3:21][NH:22][C:15](=[O:16])[C:14]#[C:13][C:10]1[CH:11]=[CH:12][C:7]([O:6][CH2:5][C:4]2[CH:18]=[CH:19][CH:20]=[C:2]([F:1])[CH:3]=2)=[CH:8][CH:9]=1. (4) The product is: [OH:11][CH:27]([CH2:28][CH:3]([CH3:5])[CH3:2])[C:30]([OH:32])=[O:31].[C:21]([OH:22])(=[O:1])[CH:19]([CH3:17])[OH:20]. Given the reactants [O:1]=[CH:2][C@@H:3]([C@H:5]([C@@H](CO)O)O)O.[O:11]=[CH:17][C@@H:19]([C@H:21]([C@@H:17]([C@@H:19]([CH2:21][OH:22])[OH:20])[OH:11])[OH:22])[OH:20].[Na+].[Cl-].Cl.N[C@H:27]([C:30]([OH:32])=[O:31])[CH2:28]S.C(=O)([O-])[O-].[Ca+2], predict the reaction product. (5) The product is: [CH2:1]([C@H:4]1[CH2:9][CH2:8][C@H:7](/[CH:10]=[CH:11]/[CH2:12][CH2:13][CH:14]2[CH2:15][CH2:16][CH:17]([OH:20])[CH2:18][CH2:19]2)[CH2:6][CH2:5]1)[CH2:2][CH3:3]. Given the reactants [CH2:1]([C@H:4]1[CH2:9][CH2:8][C@H:7](/[CH:10]=[CH:11]/[CH2:12][CH2:13][CH:14]2[CH2:19][CH2:18][CH:17]([O:20][Si](C(C)C)(C(C)C)C(C)C)[CH2:16][CH2:15]2)[CH2:6][CH2:5]1)[CH2:2][CH3:3].C1COCC1.[F-].C([N+](CCCC)(CCCC)CCCC)CCC, predict the reaction product.